Dataset: Forward reaction prediction with 1.9M reactions from USPTO patents (1976-2016). Task: Predict the product of the given reaction. (1) Given the reactants [CH3:1][C:2]1[C:3]([NH:8][C:9]([CH:11]2[CH2:16][CH2:15][N:14](C(OCC3C=CC=CC=3)=O)[CH2:13][CH2:12]2)=[O:10])=[N:4][CH:5]=[CH:6][CH:7]=1.[H][H], predict the reaction product. The product is: [CH3:1][C:2]1[C:3]([NH:8][C:9]([CH:11]2[CH2:16][CH2:15][NH:14][CH2:13][CH2:12]2)=[O:10])=[N:4][CH:5]=[CH:6][CH:7]=1. (2) The product is: [I-:28].[CH2:25]([O:24][C:22](=[O:23])[CH2:21][C:4]1([NH:6][S:7]([C:10]2[CH:11]=[CH:12][C:13]([CH2:16][CH2:17][CH2:18][CH2:19][CH3:20])=[CH:14][CH:15]=2)(=[O:9])=[O:8])[CH2:5][N+:2]([CH3:27])([CH3:1])[CH2:3]1)[CH3:26]. Given the reactants [CH3:1][N:2]1[CH2:5][C:4]([CH2:21][C:22]([O:24][CH2:25][CH3:26])=[O:23])([NH:6][S:7]([C:10]2[CH:15]=[CH:14][C:13]([CH2:16][CH2:17][CH2:18][CH2:19][CH3:20])=[CH:12][CH:11]=2)(=[O:9])=[O:8])[CH2:3]1.[CH3:27][I:28], predict the reaction product. (3) Given the reactants [Br-].[NH:2]1[C:10]2[C:5](=[CH:6][CH:7]=[CH:8][CH:9]=2)[C:4]([CH2:11][P+](C2C=CC=CC=2)(C2C=CC=CC=2)C2C=CC=CC=2)=[N:3]1.[O:31]=[C:32]1[NH:36][CH2:35][C:34](=[O:37])[N:33]1[CH2:38][CH2:39][O:40][C:41]1[CH:48]=[CH:47][C:44]([CH:45]=O)=[C:43]([N+:49]([O-:51])=[O:50])[C:42]=1[O:52][CH3:53].C(=O)([O-])[O-].[K+].[K+].O, predict the reaction product. The product is: [NH:2]1[C:10]2[C:5](=[CH:6][CH:7]=[CH:8][CH:9]=2)[C:4](/[CH:11]=[CH:45]/[C:44]2[CH:47]=[CH:48][C:41]([O:40][CH2:39][CH2:38][N:33]3[C:34](=[O:37])[CH2:35][NH:36][C:32]3=[O:31])=[C:42]([O:52][CH3:53])[C:43]=2[N+:49]([O-:51])=[O:50])=[N:3]1. (4) Given the reactants [CH3:1][CH2:2][CH2:3][CH2:4][CH2:5][C@H:6]([OH:25])/[CH:7]=[CH:8]/[C@@H:9]1[C@@H:13]([CH2:14]/[CH:15]=[CH:16]\[CH2:17][CH2:18][CH2:19][C:20]([OH:22])=[O:21])[C@@H:12]([OH:23])[CH2:11][C@H:10]1[OH:24], predict the reaction product. The product is: [CH3:1][CH2:2][CH2:3][CH2:4][CH2:5][C@H:6]([OH:25])/[CH:7]=[CH:8]/[C@@H:9]1[C@H:13]([CH2:14]/[CH:15]=[CH:16]\[CH2:17][CH2:18][CH2:19][C:20]([OH:22])=[O:21])[C@@H:12]([OH:23])[CH2:11][C@H:10]1[OH:24]. (5) Given the reactants [CH2:1]([O:3][C:4]1[CH:5]=[C:6]([CH:28]=[C:29]([O:32][CH2:33][CH3:34])[C:30]=1I)[CH2:7][N:8]1[CH2:11][C:10]2([CH2:15][C:14]([N:16]3[CH2:21][CH2:20][C:19]([CH3:27])([C:22]([O:24]CC)=[O:23])[CH2:18][CH2:17]3)=[N:13][O:12]2)[CH2:9]1)[CH3:2].[CH3:35][O:36][C:37]1[CH:42]=[CH:41][C:40](B(O)O)=[CH:39][CH:38]=1, predict the reaction product. The product is: [CH2:1]([O:3][C:4]1[CH:5]=[C:6]([CH2:7][N:8]2[CH2:9][C:10]3([CH2:15][C:14]([N:16]4[CH2:21][CH2:20][C:19]([CH3:27])([C:22]([OH:24])=[O:23])[CH2:18][CH2:17]4)=[N:13][O:12]3)[CH2:11]2)[CH:28]=[C:29]([O:32][CH2:33][CH3:34])[C:30]=1[C:40]1[CH:41]=[CH:42][C:37]([O:36][CH3:35])=[CH:38][CH:39]=1)[CH3:2]. (6) Given the reactants CS(O[C@H:6]1[CH2:14][C:13]2[C:8](=[CH:9][CH:10]=[CH:11][CH:12]=2)[C@H:7]1[CH2:15][O:16][Si:17]([C:20]([CH3:23])([CH3:22])[CH3:21])([CH3:19])[CH3:18])(=O)=O.[N-:24]=[N+]=[N-].[Na+].C(OCC)(=O)C, predict the reaction product. The product is: [Si:17]([O:16][CH2:15][C@@H:7]1[C:8]2[C:13](=[CH:12][CH:11]=[CH:10][CH:9]=2)[CH2:14][C@H:6]1[NH2:24])([C:20]([CH3:23])([CH3:22])[CH3:21])([CH3:19])[CH3:18]. (7) Given the reactants [Cl:1][C:2]1[CH:7]=[CH:6][CH:5]=[C:4]([Cl:8])[C:3]=1[NH:9][C:10]1[S:11][C:12]2[N:13]=[C:14](SC)[N:15]=[C:16]([NH:19][C:20]3[CH:25]=[CH:24][C:23]([C:26]([F:29])([F:28])[F:27])=[CH:22][CH:21]=3)[C:17]=2[N:18]=1.O1C=CC=C1P(C1OC=CC=1)C1OC=CC=1.[C:48]1(B(O)O)[CH:53]=[CH:52][CH:51]=[CH:50][CH:49]=1, predict the reaction product. The product is: [Cl:1][C:2]1[CH:7]=[CH:6][CH:5]=[C:4]([Cl:8])[C:3]=1[NH:9][C:10]1[S:11][C:12]2[N:13]=[C:14]([C:48]3[CH:53]=[CH:52][CH:51]=[CH:50][CH:49]=3)[N:15]=[C:16]([NH:19][C:20]3[CH:21]=[CH:22][C:23]([C:26]([F:27])([F:28])[F:29])=[CH:24][CH:25]=3)[C:17]=2[N:18]=1. (8) Given the reactants [Br:1][C:2]1[CH:7]=[CH:6][C:5]([CH2:8]Br)=[C:4]([F:10])[CH:3]=1.[C-:11]#[N:12].[K+], predict the reaction product. The product is: [Br:1][C:2]1[CH:7]=[CH:6][C:5]([CH2:8][C:11]#[N:12])=[C:4]([F:10])[CH:3]=1.